Dataset: NCI-60 drug combinations with 297,098 pairs across 59 cell lines. Task: Regression. Given two drug SMILES strings and cell line genomic features, predict the synergy score measuring deviation from expected non-interaction effect. (1) Drug 1: CC12CCC3C(C1CCC2=O)CC(=C)C4=CC(=O)C=CC34C. Drug 2: CC(C)(C#N)C1=CC(=CC(=C1)CN2C=NC=N2)C(C)(C)C#N. Cell line: HOP-62. Synergy scores: CSS=33.7, Synergy_ZIP=-2.46, Synergy_Bliss=-5.41, Synergy_Loewe=-3.51, Synergy_HSA=-4.79. (2) Drug 1: C1=C(C(=O)NC(=O)N1)N(CCCl)CCCl. Drug 2: CC1=CC=C(C=C1)C2=CC(=NN2C3=CC=C(C=C3)S(=O)(=O)N)C(F)(F)F. Cell line: NCI/ADR-RES. Synergy scores: CSS=4.99, Synergy_ZIP=-8.19, Synergy_Bliss=-8.58, Synergy_Loewe=-12.4, Synergy_HSA=-7.62. (3) Drug 1: CC12CCC3C(C1CCC2=O)CC(=C)C4=CC(=O)C=CC34C. Drug 2: C1C(C(OC1N2C=NC(=NC2=O)N)CO)O. Cell line: EKVX. Synergy scores: CSS=20.7, Synergy_ZIP=2.42, Synergy_Bliss=3.09, Synergy_Loewe=3.68, Synergy_HSA=2.93. (4) Cell line: UACC62. Drug 1: CN(C)N=NC1=C(NC=N1)C(=O)N. Synergy scores: CSS=28.3, Synergy_ZIP=-6.12, Synergy_Bliss=-0.630, Synergy_Loewe=-18.5, Synergy_HSA=-0.563. Drug 2: C1=NC2=C(N1)C(=S)N=C(N2)N.